The task is: Predict the reactants needed to synthesize the given product.. This data is from Full USPTO retrosynthesis dataset with 1.9M reactions from patents (1976-2016). (1) Given the product [CH3:25][N:24]([CH3:26])[CH:20]([C:4]1[C:3]([OH:23])=[C:2]([F:1])[CH:10]=[C:9]2[C:5]=1[CH:6]=[CH:7][N:8]2[S:11]([C:14]1[CH:19]=[CH:18][CH:17]=[CH:16][CH:15]=1)(=[O:13])=[O:12])[CH3:21], predict the reactants needed to synthesize it. The reactants are: [F:1][C:2]1[CH:10]=[C:9]2[C:5]([CH:6]=[CH:7][N:8]2[S:11]([C:14]2[CH:19]=[CH:18][CH:17]=[CH:16][CH:15]=2)(=[O:13])=[O:12])=[C:4]([CH:20](I)[CH3:21])[C:3]=1[OH:23].[NH:24]([CH3:26])[CH3:25]. (2) The reactants are: [CH2:1]([O:4][CH:5]([C:10]1[N:11]=[N:12][N:13]([CH2:15][C:16]2[CH:47]=[C:19]3[N:20]=[C:21]([CH3:46])[C:22]([C@H:35]([O:41][C:42]([CH3:45])([CH3:44])[CH3:43])[C:36]([O:38]CC)=[O:37])=[C:23]([N:24]4[CH2:29][CH2:28][C:27]([O:31][CH2:32][CH:33]=C)([CH3:30])[CH2:26][CH2:25]4)[N:18]3[N:17]=2)[CH:14]=1)[CH2:6][CH:7]([CH3:9])[CH3:8])[CH:2]=C.[OH-].[Na+]. Given the product [C:42]([O:41][C@@H:35]([C:22]1[C:21]([CH3:46])=[N:20][C:19]2=[CH:47][C:16]3=[N:17][N:18]2[C:23]=1[N:24]1[CH2:29][CH2:28][C:27]([CH3:30])([O:31][CH2:32][CH:33]=[CH:2][CH2:1][O:4][CH:5]([CH2:6][CH:7]([CH3:8])[CH3:9])[C:10]2[N:11]=[N:12][N:13]([CH:14]=2)[CH2:15]3)[CH2:26][CH2:25]1)[C:36]([OH:38])=[O:37])([CH3:45])([CH3:43])[CH3:44], predict the reactants needed to synthesize it. (3) Given the product [CH2:10]([O:9][C:4]1[CH:5]=[CH:6][CH:7]=[CH:8][C:3]=1[C:18]1([OH:25])[C:17]2[C:21](=[CH:22][CH:23]=[C:15]([I:14])[CH:16]=2)[NH:20][C:19]1=[O:24])[CH3:11], predict the reactants needed to synthesize it. The reactants are: [Mg].Br[C:3]1[CH:8]=[CH:7][CH:6]=[CH:5][C:4]=1[O:9][CH2:10][CH3:11].II.[I:14][C:15]1[CH:16]=[C:17]2[C:21](=[CH:22][CH:23]=1)[NH:20][C:19](=[O:24])[C:18]2=[O:25].[NH4+].[Cl-].